This data is from Forward reaction prediction with 1.9M reactions from USPTO patents (1976-2016). The task is: Predict the product of the given reaction. (1) Given the reactants C([O:4][CH2:5][C:6]1[C:11]2[C:12]([O:34][CH2:35][CH2:36][OH:37])=[N:13][N:14]([C:15]([C:28]3[CH:33]=[CH:32][CH:31]=[CH:30][CH:29]=3)([C:22]3[CH:27]=[CH:26][CH:25]=[CH:24][CH:23]=3)[C:16]3[CH:21]=[CH:20][CH:19]=[CH:18][CH:17]=3)[C:10]=2[CH:9]=[C:8]([Cl:38])[N:7]=1)(=O)C.C[O-].[Na+], predict the reaction product. The product is: [Cl:38][C:8]1[N:7]=[C:6]([CH2:5][OH:4])[C:11]2[C:12]([O:34][CH2:35][CH2:36][OH:37])=[N:13][N:14]([C:15]([C:16]3[CH:17]=[CH:18][CH:19]=[CH:20][CH:21]=3)([C:28]3[CH:33]=[CH:32][CH:31]=[CH:30][CH:29]=3)[C:22]3[CH:23]=[CH:24][CH:25]=[CH:26][CH:27]=3)[C:10]=2[CH:9]=1. (2) Given the reactants [NH:1]1[C:9]2[C:4](=[CH:5][C:6]3[CH2:11][CH:10]([C:12]#[N:13])[C:7]=3[CH:8]=2)[CH:3]=[CH:2]1.C([BH3-])#N.[Na+].[OH-].[Na+], predict the reaction product. The product is: [NH:1]1[C:9]2[C:4](=[CH:5][C:6]3[CH2:11][CH:10]([C:12]#[N:13])[C:7]=3[CH:8]=2)[CH2:3][CH2:2]1. (3) Given the reactants [CH2:1]([NH:3][C:4](=[O:33])[O:5][C:6]1[CH:11]=[C:10]([CH:12]([CH3:14])[CH3:13])[CH:9]=[CH:8][C:7]=1[C:15]1([NH:29][C:30](=[O:32])[CH3:31])[C:23](=[O:24])[C:22]2[C:17](=[CH:18][CH:19]=[CH:20][C:21]=2[N+:25]([O-])=O)[C:16]1=[O:28])[CH3:2].Cl, predict the reaction product. The product is: [CH2:1]([NH:3][C:4](=[O:33])[O:5][C:6]1[CH:11]=[C:10]([CH:12]([CH3:14])[CH3:13])[CH:9]=[CH:8][C:7]=1[C:15]1([NH:29][C:30](=[O:32])[CH3:31])[C:23](=[O:24])[C:22]2[C:17](=[CH:18][CH:19]=[CH:20][C:21]=2[NH2:25])[C:16]1=[O:28])[CH3:2]. (4) Given the reactants [CH3:1][C:2]1[CH:7]=[CH:6][C:5]([S:8]([O:11][CH2:12][CH:13]2[CH2:17][C:16]3[CH:18]=[C:19]([F:23])[CH:20]=[C:21](Br)[C:15]=3[O:14]2)(=[O:10])=[O:9])=[CH:4][CH:3]=1.[F:24][C:25]([F:36])([F:35])[C:26]1[CH:31]=[CH:30][CH:29]=[CH:28][C:27]=1B(O)O.C(=O)([O-])[O-].[K+].[K+], predict the reaction product. The product is: [CH3:1][C:2]1[CH:7]=[CH:6][C:5]([S:8]([O:11][CH2:12][CH:13]2[CH2:17][C:16]3[CH:18]=[C:19]([F:23])[CH:20]=[C:21]([C:27]4[CH:28]=[CH:29][CH:30]=[CH:31][C:26]=4[C:25]([F:36])([F:35])[F:24])[C:15]=3[O:14]2)(=[O:10])=[O:9])=[CH:4][CH:3]=1. (5) The product is: [CH3:16][C@@H:13]([CH2:14][CH3:15])[C@H:5]([N:4]1[CH2:3][CH2:2][N:1]([CH2:24][C:22]2[CH:21]=[CH:20][CH:19]=[C:18]([CH3:17])[N:23]=2)[C:36]1=[O:37])[C:6]([O:8][C:9]([CH3:10])([CH3:11])[CH3:12])=[O:7]. Given the reactants [NH2:1][CH2:2][CH2:3][NH:4][C@@H:5]([C@@H:13]([CH3:16])[CH2:14][CH3:15])[C:6]([O:8][C:9]([CH3:12])([CH3:11])[CH3:10])=[O:7].[CH3:17][C:18]1[N:23]=[C:22]([CH:24]=O)[CH:21]=[CH:20][CH:19]=1.S([O-])([O-])(=O)=O.[Mg+2].[BH4-].[Na+].C1C(=O)N(OC(ON2C(=O)CCC2=O)=O)[C:36](=[O:37])C1.C(N(CC)CC)C, predict the reaction product. (6) Given the reactants [C:1]1(C)C=CC(S(Cl)(=O)=O)=CC=1.[CH2:12]([N:14](CC)CC)C.[N:19]1[CH:24]=[CH:23][CH:22]=[C:21]([C:25]([N:27]2[CH2:32][CH2:31][CH2:30][CH2:29][CH:28]2[C:33]([O-])=O)=O)[CH:20]=1.[Na+], predict the reaction product. The product is: [N:19]1[CH:24]=[CH:23][CH:22]=[C:21]([C:25]2[N:27]3[C:28]([CH2:29][CH2:30][CH2:31][CH2:32]3)=[C:33]([C:12]#[N:14])[CH:1]=2)[CH:20]=1.